From a dataset of Peptide-MHC class I binding affinity with 185,985 pairs from IEDB/IMGT. Regression. Given a peptide amino acid sequence and an MHC pseudo amino acid sequence, predict their binding affinity value. This is MHC class I binding data. (1) The peptide sequence is LPYEGGAAL. The MHC is HLA-B40:01 with pseudo-sequence HLA-B40:01. The binding affinity (normalized) is 0.147. (2) The peptide sequence is YMYDFILRF. The MHC is HLA-B15:42 with pseudo-sequence HLA-B15:42. The binding affinity (normalized) is 0.213. (3) The peptide sequence is STNLCTHSFR. The MHC is Patr-A0101 with pseudo-sequence Patr-A0101. The binding affinity (normalized) is 0.360. (4) The peptide sequence is MQVFFGYFA. The MHC is HLA-A02:03 with pseudo-sequence HLA-A02:03. The binding affinity (normalized) is 0.514. (5) The peptide sequence is LTRGTFANIK. The MHC is HLA-A03:01 with pseudo-sequence HLA-A03:01. The binding affinity (normalized) is 0.423.